Dataset: Reaction yield outcomes from USPTO patents with 853,638 reactions. Task: Predict the reaction yield, written as a fraction of the theoretical maximum amount of product (1.0 means a 100% yield; for example, 0.34 means a 34% yield). (1) The reactants are C([O:3][C:4](=[O:33])[CH2:5][CH2:6][C:7]1[CH:12]=[CH:11][CH:10]=[C:9]([N:13]2[C:17]([NH:18][C:19]([NH:21][C:22]3[CH:27]=[CH:26][C:25]([F:28])=[CH:24][CH:23]=3)=[O:20])=[CH:16][C:15]([C:29]([CH3:32])([CH3:31])[CH3:30])=[N:14]2)[CH:8]=1)C.[Li+].[OH-]. The catalyst is CO. The product is [C:29]([C:15]1[CH:16]=[C:17]([NH:18][C:19]([NH:21][C:22]2[CH:23]=[CH:24][C:25]([F:28])=[CH:26][CH:27]=2)=[O:20])[N:13]([C:9]2[CH:8]=[C:7]([CH2:6][CH2:5][C:4]([OH:33])=[O:3])[CH:12]=[CH:11][CH:10]=2)[N:14]=1)([CH3:32])([CH3:30])[CH3:31]. The yield is 0.900. (2) The yield is 0.950. The product is [CH:1]1([CH2:4][O:5][C:6]2[N:11]=[C:10]([C:12]([NH:14][C:15]3([CH2:19][C:20]([OH:22])=[O:21])[CH2:18][CH2:17][CH2:16]3)=[O:13])[CH:9]=[CH:8][C:7]=2[N:24]2[CH2:27][C:26]([F:28])([F:29])[CH2:25]2)[CH2:2][CH2:3]1. The reactants are [CH:1]1([CH2:4][O:5][C:6]2[N:11]=[C:10]([C:12]([NH:14][C:15]3([CH2:19][C:20]([O:22]C)=[O:21])[CH2:18][CH2:17][CH2:16]3)=[O:13])[CH:9]=[CH:8][C:7]=2[N:24]2[CH2:27][C:26]([F:29])([F:28])[CH2:25]2)[CH2:3][CH2:2]1.O.[OH-].[Li+]. No catalyst specified. (3) The yield is 0.980. The product is [C:19]([CH:5]([NH2:6])[CH2:4][CH2:3][Br:2])([O:18][C:15]([CH3:17])([CH3:16])[CH3:14])=[O:20]. The reactants are Br.[Br:2][CH2:3][CH2:4][CH2:5][NH2:6].C(N(CC)CC)C.[CH3:14][C:15]([O:18][C:19](O[C:19]([O:18][C:15]([CH3:17])([CH3:16])[CH3:14])=[O:20])=[O:20])([CH3:17])[CH3:16].C(OCC)(=O)C. The catalyst is ClCCl. (4) The reactants are [Br:1][C:2]1[C:10]2[C:9]([C:11]([O:13]CC)=[O:12])=[CH:8][C:7]([C:16]3[CH:21]=[CH:20][C:19]([CH2:22][N:23]4[CH2:28][CH2:27][O:26][CH2:25][CH2:24]4)=[CH:18][CH:17]=3)=[N:6][C:5]=2[N:4]([CH:29]([CH3:31])[CH3:30])[N:3]=1.[OH-].[Na+]. The catalyst is CCO. The product is [Br:1][C:2]1[C:10]2[C:9]([C:11]([OH:13])=[O:12])=[CH:8][C:7]([C:16]3[CH:21]=[CH:20][C:19]([CH2:22][N:23]4[CH2:24][CH2:25][O:26][CH2:27][CH2:28]4)=[CH:18][CH:17]=3)=[N:6][C:5]=2[N:4]([CH:29]([CH3:31])[CH3:30])[N:3]=1. The yield is 0.849. (5) The reactants are C(OC(=O)[NH:7][C:8]1[CH:13]=[CH:12][C:11]([N:14]2[CH:18]=[CH:17][CH:16]=[CH:15]2)=[CH:10][C:9]=1[NH:19][C:20](=[O:37])[CH2:21][C:22]([C:24]1[CH:29]=[CH:28][CH:27]=[C:26]([C:30]2[CH:35]=[CH:34][N:33]=[C:32]([CH3:36])[CH:31]=2)[CH:25]=1)=O)(C)(C)C.C(O)(C(F)(F)F)=O. The catalyst is C(Cl)Cl. The yield is 0.620. The product is [CH3:36][C:32]1[CH:31]=[C:30]([C:26]2[CH:25]=[C:24]([C:22]3[CH2:21][C:20](=[O:37])[NH:19][C:9]4[CH:10]=[C:11]([N:14]5[CH:18]=[CH:17][CH:16]=[CH:15]5)[CH:12]=[CH:13][C:8]=4[N:7]=3)[CH:29]=[CH:28][CH:27]=2)[CH:35]=[CH:34][N:33]=1. (6) The reactants are [CH3:1][N:2]1[C:6]2[CH:7]=[CH:8][C:9]([C:11]([OH:13])=O)=[CH:10][C:5]=2[N:4]=[CH:3]1.[CH2:14]1[C@H:23]2[C@H:18]([CH2:19][CH2:20][C:21]3[CH:27]=[CH:26][CH:25]=[CH:24][C:22]=32)[NH:17][CH2:16][CH2:15]1.F[P-](F)(F)(F)(F)F.N1(OC(N(C)C)=[N+](C)C)C2N=CC=CC=2N=N1. No catalyst specified. The product is [CH2:14]1[C@H:23]2[C@H:18]([CH2:19][CH2:20][C:21]3[CH:27]=[CH:26][CH:25]=[CH:24][C:22]=32)[N:17]([C:11]([C:9]2[CH:8]=[CH:7][C:6]3[N:2]([CH3:1])[CH:3]=[N:4][C:5]=3[CH:10]=2)=[O:13])[CH2:16][CH2:15]1. The yield is 0.830. (7) The reactants are COC1C=CC(CN(CC2C=CC(OC)=CC=2)C2N=CC(C3C4CCNC=4N=C(N4CCOCC4)N=3)=CN=2)=CC=1.C(N1CCN(C2C=CC(N)=C(C)C=2)CC1)C.C(N1CCNCC1)C.CC1C=CC(N2CCOCC2)=CC=1N.[CH2:79]([N:81]1[CH2:86][CH2:85][N:84]([C:87]2[CH:92]=[CH:91][C:90]([NH:93][C:94]([N:96]3[C:100]4[N:101]=[C:102]([N:130]5[CH2:135][CH2:134][O:133][CH2:132][CH2:131]5)[N:103]=[C:104]([C:105]5[CH:106]=[N:107][C:108]([N:111](CC6C=CC(OC)=CC=6)CC6C=CC(OC)=CC=6)=[N:109][CH:110]=5)[C:99]=4[CH2:98][CH2:97]3)=[O:95])=[C:89]([CH3:136])[CH:88]=2)[CH2:83][CH2:82]1)[CH3:80]. No catalyst specified. The product is [CH2:79]([N:81]1[CH2:86][CH2:85][N:84]([C:87]2[CH:92]=[CH:91][C:90]([NH:93][C:94]([N:96]3[C:100]4[N:101]=[C:102]([N:130]5[CH2:131][CH2:132][O:133][CH2:134][CH2:135]5)[N:103]=[C:104]([C:105]5[CH:110]=[N:109][C:108]([NH2:111])=[N:107][CH:106]=5)[C:99]=4[CH2:98][CH2:97]3)=[O:95])=[C:89]([CH3:136])[CH:88]=2)[CH2:83][CH2:82]1)[CH3:80]. The yield is 0.760. (8) The reactants are [OH:1][C:2]1[C:6]([OH:7])=[C:5]([C:8]([N:10]([CH3:12])[CH3:11])=[O:9])[N:4]([C:13]2[CH:18]=[CH:17][C:16]([O:19][CH3:20])=[CH:15][CH:14]=2)[C:3]=1[C:21]([N:23]([CH3:25])[CH3:24])=[O:22].[C:26]([O:30][P:31]([O:38][CH2:39][C:40]1[CH:41]=[C:42]([CH:46]=[CH:47][CH:48]=1)[C:43](O)=[O:44])([O:33][C:34]([CH3:37])([CH3:36])[CH3:35])=[O:32])([CH3:29])([CH3:28])[CH3:27].C(N=C=N[CH2:54][CH2:55][CH2:56]N(C)C)C.[C:60](=[O:63])([O-])[O-].[NH4+].[NH4+].[CH2:66]1[CH2:70][O:69][CH2:68][CH2:67]1. The catalyst is CN(C)C1C=CN=CC=1. The product is [C:26]([O:30][P:31]([O:69][CH2:68][C:67]1[CH:66]=[C:70]([CH:56]=[CH:55][CH:54]=1)[C:60]([O:1][C:2]1[C:6]([O:7][C:43](=[O:44])[C:42]2[CH:46]=[CH:47][CH:48]=[C:40]([CH2:39][O:38][P:31]([O:33][C:34]([CH3:36])([CH3:35])[CH3:37])([O:30][C:26]([CH3:28])([CH3:27])[CH3:29])=[O:32])[CH:41]=2)=[C:5]([C:8](=[O:9])[N:10]([CH3:11])[CH3:12])[N:4]([C:13]2[CH:18]=[CH:17][C:16]([O:19][CH3:20])=[CH:15][CH:14]=2)[C:3]=1[C:21](=[O:22])[N:23]([CH3:24])[CH3:25])=[O:63])([O:33][C:34]([CH3:37])([CH3:36])[CH3:35])=[O:32])([CH3:29])([CH3:28])[CH3:27]. The yield is 0.260.